From a dataset of Forward reaction prediction with 1.9M reactions from USPTO patents (1976-2016). Predict the product of the given reaction. Given the reactants [NH2:1][C:2]1[N:3]=[C:4]([CH3:21])[C:5]2[C:11](=S)[NH:10][C@@H:9]([C:13]3[CH:18]=[CH:17][C:16]([F:19])=[CH:15][C:14]=3[Br:20])[CH2:8][C:6]=2[N:7]=1.[CH3:22][C:23]1([CH3:31])[O:27][C@@H:26]([CH2:28][O:29][NH2:30])[CH2:25][O:24]1, predict the reaction product. The product is: [CH3:22][C:23]1([CH3:31])[O:27][C@@H:26]([CH2:28][O:29]/[N:30]=[C:11]2\[NH:10][C@@H:9]([C:13]3[CH:18]=[CH:17][C:16]([F:19])=[CH:15][C:14]=3[Br:20])[CH2:8][C:6]3[N:7]=[C:2]([NH2:1])[N:3]=[C:4]([CH3:21])[C:5]\2=3)[CH2:25][O:24]1.